Predict the reactants needed to synthesize the given product. From a dataset of Full USPTO retrosynthesis dataset with 1.9M reactions from patents (1976-2016). (1) Given the product [C:1]1([C:11]2[N:12]=[CH:13][C:14]([CH:15]([OH:16])[CH3:19])=[CH:17][CH:18]=2)[C:10]2[C:5](=[CH:6][CH:7]=[CH:8][CH:9]=2)[CH:4]=[CH:3][CH:2]=1, predict the reactants needed to synthesize it. The reactants are: [C:1]1([C:11]2[CH:18]=[CH:17][C:14]([CH:15]=[O:16])=[CH:13][N:12]=2)[C:10]2[C:5](=[CH:6][CH:7]=[CH:8][CH:9]=2)[CH:4]=[CH:3][CH:2]=1.[CH3:19][Mg]Br. (2) Given the product [Cl:17][C:14]1[CH:13]=[CH:12][C:11]([CH:4]([CH2:5][CH:6]2[CH2:7][CH2:8][CH2:9][CH2:10]2)[C:3]([NH:19][C:20]2[S:21][CH:22]=[CH:23][N:24]=2)=[O:18])=[CH:16][CH:15]=1, predict the reactants needed to synthesize it. The reactants are: CO[C:3](=[O:18])[CH:4]([C:11]1[CH:16]=[CH:15][C:14]([Cl:17])=[CH:13][CH:12]=1)[CH2:5][CH:6]1[CH2:10][CH2:9][CH2:8][CH2:7]1.[NH2:19][C:20]1[S:21][CH:22]=[CH:23][N:24]=1.C[O-].[Mg+2].C[O-].CO. (3) Given the product [CH3:31][O:30][C:28](=[O:29])[C@H:27]([O:24][C:20]1[C:21]([CH3:23])=[CH:22][C:17]([C:9]2[C:10]3[C:14]([CH3:15])=[C:13]([CH3:16])[S:12][C:11]=3[C:2]([Br:1])=[C:3]3[C:8]=2[CH:7]=[CH:6][CH:5]=[CH:4]3)=[CH:18][C:19]=1[CH3:25])[CH2:32][C:33]1[CH:34]=[CH:35][CH:36]=[CH:37][CH:38]=1, predict the reactants needed to synthesize it. The reactants are: [Br:1][C:2]1[C:11]2[S:12][C:13]([CH3:16])=[C:14]([CH3:15])[C:10]=2[C:9]([C:17]2[CH:22]=[C:21]([CH3:23])[C:20]([OH:24])=[C:19]([CH3:25])[CH:18]=2)=[C:8]2[C:3]=1[CH:4]=[CH:5][CH:6]=[CH:7]2.O[C@@H:27]([CH2:32][C:33]1[CH:38]=[CH:37][CH:36]=[CH:35][CH:34]=1)[C:28]([O:30][CH3:31])=[O:29].C1(P(C2C=CC=CC=2)C2C=CC=CC=2)C=CC=CC=1.N(C(OCC)=O)=NC(OCC)=O. (4) Given the product [Cl:1][C:2]1[C:7]([Cl:8])=[C:6]([C:9]2[S:13][C:12]([C:14]3[O:15][C:16]([C:19]([OH:22])([CH3:21])[CH3:20])=[N:17][N:18]=3)=[N:11][C:10]=2[C:23]([N:25]2[CH2:30][CH2:29][C:28]([F:32])([F:31])[CH2:27][CH2:26]2)=[O:24])[CH:5]=[CH:4][C:3]=1[S:33]([NH:50][C:47]1([CH3:46])[CH2:49][CH2:48]1)(=[O:35])=[O:34], predict the reactants needed to synthesize it. The reactants are: [Cl:1][C:2]1[C:7]([Cl:8])=[C:6]([C:9]2[S:13][C:12]([C:14]3[O:15][C:16]([C:19]([OH:22])([CH3:21])[CH3:20])=[N:17][N:18]=3)=[N:11][C:10]=2[C:23]([N:25]2[CH2:30][CH2:29][C:28]([F:32])([F:31])[CH2:27][CH2:26]2)=[O:24])[CH:5]=[CH:4][C:3]=1[S:33](Cl)(=[O:35])=[O:34].CCN(C(C)C)C(C)C.[CH3:46][C:47]1([NH2:50])[CH2:49][CH2:48]1. (5) Given the product [CH3:19][C:18]1[N:17]([C:11]2[CH:16]=[CH:15][CH:14]=[CH:13][CH:12]=2)[C:2]2[C:3]([N:8]=1)=[N:4][CH:5]=[CH:6][CH:7]=2, predict the reactants needed to synthesize it. The reactants are: Cl[C:2]1[C:3]([N+:8]([O-])=O)=[N:4][CH:5]=[CH:6][CH:7]=1.[C:11]1([NH:17][C:18](=O)[CH3:19])[CH:16]=[CH:15][CH:14]=[CH:13][CH:12]=1.